This data is from Reaction yield outcomes from USPTO patents with 853,638 reactions. The task is: Predict the reaction yield, written as a fraction of the theoretical maximum amount of product (1.0 means a 100% yield; for example, 0.34 means a 34% yield). (1) The reactants are [Br:1][C:2]1[CH:3]=[CH:4][C:5]2[N:6]([C:8]([C:12]#[N:13])=[C:9]([CH3:11])[N:10]=2)[CH:7]=1.Cl.CCOC(C)=O.P(S)(OCC)(OCC)=[S:22]. The yield is 0.770. The catalyst is CO.C(OC(C)C)(C)C. The product is [Br:1][C:2]1[CH:3]=[CH:4][C:5]2[N:6]([C:8]([C:12](=[S:22])[NH2:13])=[C:9]([CH3:11])[N:10]=2)[CH:7]=1. (2) The reactants are [C:1]([C:3]1[N:4]=[CH:5][C:6]([C:14]2[CH:23]=[CH:22][CH:21]=[C:20]3[C:15]=2[CH2:16][CH2:17][N:18](C(OC(C)(C)C)=O)[CH2:19]3)=[C:7]2[C:11]([CH3:12])=[C:10]([CH3:13])[NH:9][C:8]=12)#[N:2].S(=O)(=O)(O)[OH:32].[OH-].[Na+]. No catalyst specified. The product is [CH3:13][C:10]1[NH:9][C:8]2=[C:3]([C:1]([NH2:2])=[O:32])[N:4]=[CH:5][C:6]([C:14]3[CH:23]=[CH:22][CH:21]=[C:20]4[C:15]=3[CH2:16][CH2:17][NH:18][CH2:19]4)=[C:7]2[C:11]=1[CH3:12]. The yield is 0.760.